Predict the reactants needed to synthesize the given product. From a dataset of Full USPTO retrosynthesis dataset with 1.9M reactions from patents (1976-2016). (1) Given the product [F:8][C:4]1[CH:5]=[CH:6][CH:7]=[C:2]([F:1])[C:3]=1[CH2:9][N:10]1[CH:14]=[CH:13][C:12]([NH2:15])=[N:11]1, predict the reactants needed to synthesize it. The reactants are: [F:1][C:2]1[CH:7]=[CH:6][CH:5]=[C:4]([F:8])[C:3]=1[CH2:9][N:10]1[CH:14]=[CH:13][C:12]([NH:15]C(=O)C)=[N:11]1.[OH-].[Na+]. (2) Given the product [Br:1][C:2]1[CH:3]=[C:4]([NH:8][S:10]([CH3:9])(=[O:12])=[O:11])[CH:5]=[N:6][CH:7]=1, predict the reactants needed to synthesize it. The reactants are: [Br:1][C:2]1[CH:3]=[C:4]([NH2:8])[CH:5]=[N:6][CH:7]=1.[CH3:9][S:10](Cl)(=[O:12])=[O:11].Cl. (3) Given the product [Cl:28][C:22]1[CH:21]=[C:20]2[C:25](=[CH:24][CH:23]=1)[C:26](=[O:27])[N:18]([C:16]1[CH:15]=[N:14][CH:13]=[C:12]([CH:10]3[CH2:9][N:8]([S:37]([CH2:35][CH3:36])(=[O:39])=[O:38])[CH2:11]3)[CH:17]=1)[C:19]2([CH3:29])[CH3:30], predict the reactants needed to synthesize it. The reactants are: C(OC([N:8]1[CH2:11][CH:10]([C:12]2[CH:13]=[N:14][CH:15]=[C:16]([N:18]3[C:26](=[O:27])[C:25]4[C:20](=[CH:21][C:22]([Cl:28])=[CH:23][CH:24]=4)[C:19]3([CH3:30])[CH3:29])[CH:17]=2)[CH2:9]1)=O)(C)(C)C.C(Cl)(C)=O.[CH2:35]([S:37](Cl)(=[O:39])=[O:38])[CH3:36]. (4) Given the product [C:13]([O:12][C:10]([NH:9][CH2:8][C:5]1[CH:4]=[N:3][C:2]([CH2:24][CH:18]2[CH2:23][CH2:22][CH2:21][CH2:20][CH2:19]2)=[CH:7][CH:6]=1)=[O:11])([CH3:16])([CH3:15])[CH3:14], predict the reactants needed to synthesize it. The reactants are: Br[C:2]1[CH:7]=[CH:6][C:5]([CH2:8][NH:9][C:10]([O:12][C:13]([CH3:16])([CH3:15])[CH3:14])=[O:11])=[CH:4][N:3]=1.[Br-].[CH:18]1([CH2:24][Zn+])[CH2:23][CH2:22][CH2:21][CH2:20][CH2:19]1. (5) The reactants are: [Br:1][C:2]1[C:3](O)=[N:4][C:5]([NH:8][C:9]2[CH:14]=[CH:13][CH:12]=[C:11]([Cl:15])[CH:10]=2)=[N:6][CH:7]=1.O=P(Cl)(Cl)[Cl:19]. Given the product [Br:1][C:2]1[C:3]([Cl:19])=[N:4][C:5]([NH:8][C:9]2[CH:14]=[CH:13][CH:12]=[C:11]([Cl:15])[CH:10]=2)=[N:6][CH:7]=1, predict the reactants needed to synthesize it. (6) Given the product [Br:12][C:13]1[CH:14]=[C:15]([CH:19]=[CH:20][C:21]=1[F:22])[C:16]([NH:6][C:5]1[CH:7]=[CH:8][CH:9]=[C:3]([C:2]([F:10])([F:11])[F:1])[CH:4]=1)=[O:17], predict the reactants needed to synthesize it. The reactants are: [F:1][C:2]([F:11])([F:10])[C:3]1[CH:4]=[C:5]([CH:7]=[CH:8][CH:9]=1)[NH2:6].[Br:12][C:13]1[CH:14]=[C:15]([CH:19]=[CH:20][C:21]=1[F:22])[C:16](Cl)=[O:17]. (7) Given the product [C:1]([O:5][C:6]([N:8]1[CH2:12][C@@H:11]([CH2:13][NH2:14])[CH2:10][C@H:9]1[C:15]([N:17]1[CH2:21][CH2:20][S:19][CH2:18]1)=[O:16])=[O:7])([CH3:4])([CH3:2])[CH3:3], predict the reactants needed to synthesize it. The reactants are: [C:1]([O:5][C:6]([N:8]1[CH2:12][C@@H:11]([C:13]#[N:14])[CH2:10][C@H:9]1[C:15]([N:17]1[CH2:21][CH2:20][S:19][CH2:18]1)=[O:16])=[O:7])([CH3:4])([CH3:3])[CH3:2].[Cl-].[BH4-].[Na+].